From a dataset of Forward reaction prediction with 1.9M reactions from USPTO patents (1976-2016). Predict the product of the given reaction. Given the reactants CON(C)[C:4]([C:6]1[C:15](=[O:16])[C:14]2[C:9](=[CH:10][CH:11]=[CH:12][CH:13]=2)[N:8]([CH2:17][C:18]2[CH:23]=[CH:22][CH:21]=[C:20]([CH3:24])[N:19]=2)[CH:7]=1)=[O:5].[CH3:26][C:27]1[CH:28]=[CH:29][C:30]([Mg]Br)=[N:31][CH:32]=1, predict the reaction product. The product is: [CH3:26][C:27]1[CH:28]=[CH:29][C:30]([C:4]([C:6]2[C:15](=[O:16])[C:14]3[C:9](=[CH:10][CH:11]=[CH:12][CH:13]=3)[N:8]([CH2:17][C:18]3[CH:23]=[CH:22][CH:21]=[C:20]([CH3:24])[N:19]=3)[CH:7]=2)=[O:5])=[N:31][CH:32]=1.